This data is from Forward reaction prediction with 1.9M reactions from USPTO patents (1976-2016). The task is: Predict the product of the given reaction. Given the reactants [C:1]([C:4]1[CH:20]=[C:19](Br)[C:7]2[CH2:8][CH2:9][N:10]([C:13](=[O:18])[C:14]([F:17])([F:16])[F:15])[CH2:11][CH2:12][C:6]=2[C:5]=1[OH:22])(=[O:3])[CH3:2].C([O-])=O.[Na+], predict the reaction product. The product is: [C:1]([C:4]1[CH:20]=[CH:19][C:7]2[CH2:8][CH2:9][N:10]([C:13](=[O:18])[C:14]([F:17])([F:15])[F:16])[CH2:11][CH2:12][C:6]=2[C:5]=1[OH:22])(=[O:3])[CH3:2].